This data is from Reaction yield outcomes from USPTO patents with 853,638 reactions. The task is: Predict the reaction yield, written as a fraction of the theoretical maximum amount of product (1.0 means a 100% yield; for example, 0.34 means a 34% yield). (1) The reactants are [Cl:1][C:2]1[C:3]([N:8]2[CH2:13][CH2:12][NH:11][CH2:10][CH2:9]2)=[N:4][CH:5]=[CH:6][CH:7]=1.[CH:14]1[C:23]2[C:18](=[CH:19][CH:20]=[CH:21][CH:22]=2)[CH:17]=[CH:16][C:15]=1[S:24](Cl)(=[O:26])=[O:25].S(Cl)(Cl)(=O)=O.C(N(C(C)C)CC)(C)C. The catalyst is ClCCl. The product is [Cl:1][C:2]1[C:3]([N:8]2[CH2:9][CH2:10][N:11]([S:24]([C:15]3[CH:16]=[CH:17][C:18]4[C:23](=[CH:22][CH:21]=[CH:20][CH:19]=4)[CH:14]=3)(=[O:26])=[O:25])[CH2:12][CH2:13]2)=[N:4][CH:5]=[CH:6][CH:7]=1. The yield is 0.170. (2) The reactants are [Cl:1][C:2]1[CH:3]=[CH:4][C:5]([CH2:8][O:9][C:10]2[CH:15]=[CH:14][NH:13][C:12](=[O:16])[CH:11]=2)=[N:6][CH:7]=1.[NH2:17][C:18]1[CH:23]=[CH:22][C:21](I)=[CH:20][N:19]=1.C([O-])([O-])=O.[K+].[K+].OC1C=CC=C2C=1N=CC=C2. The catalyst is CN(C=O)C.[Cu]I. The product is [Cl:1][C:2]1[CH:3]=[CH:4][C:5]([CH2:8][O:9][C:10]2[CH:15]=[CH:14][N:13]([C:21]3[CH:20]=[N:19][C:18]([NH2:17])=[CH:23][CH:22]=3)[C:12](=[O:16])[CH:11]=2)=[N:6][CH:7]=1. The yield is 0.719. (3) The reactants are [OH-].[Na+].[CH3:3][O:4][C:5]1[CH:10]=[CH:9][C:8]([NH:11][CH2:12][C:13]([O:15]CC)=[O:14])=[CH:7][CH:6]=1.P(=O)(O)(O)O. The catalyst is CCO.C1COCC1.O. The product is [CH3:3][O:4][C:5]1[CH:6]=[CH:7][C:8]([NH:11][CH2:12][C:13]([OH:15])=[O:14])=[CH:9][CH:10]=1. The yield is 0.840. (4) The reactants are ClC(Cl)C(O)=O.N[C:8]1[N:9]([C:28]2[C:37]3[C:32](=[CH:33][CH:34]=[CH:35][CH:36]=3)[C:31]([CH:38]3[CH2:40][CH2:39]3)=[CH:30][CH:29]=2)[C:10]([S:13][CH2:14][C:15]([NH:17][C:18]2[CH:26]=[CH:25][C:21]([C:22]([OH:24])=[O:23])=[CH:20][C:19]=2[Cl:27])=[O:16])=[N:11][N:12]=1.N([O-])=O.[Na+].[Br:45]CBr. The catalyst is [Br-].C([N+](CC)(CC)CC)C1C=CC=CC=1. The product is [Br:45][C:8]1[N:9]([C:28]2[C:37]3[C:32](=[CH:33][CH:34]=[CH:35][CH:36]=3)[C:31]([CH:38]3[CH2:40][CH2:39]3)=[CH:30][CH:29]=2)[C:10]([S:13][CH2:14][C:15]([NH:17][C:18]2[CH:26]=[CH:25][C:21]([C:22]([OH:24])=[O:23])=[CH:20][C:19]=2[Cl:27])=[O:16])=[N:11][N:12]=1. The yield is 0.340. (5) The reactants are [NH2:1][CH2:2][CH2:3][NH:4][C:5](=[O:11])[O:6][C:7]([CH3:10])([CH3:9])[CH3:8].[Br:12][C:13]1[C:18]([F:19])=[CH:17][C:16]([C:20](=O)[CH3:21])=[C:15]([F:23])[CH:14]=1.[BH4-].[Na+].C([O-])(O)=O.[Na+].[C:31](Cl)(=[O:40])[O:32][CH2:33][C:34]1[CH:39]=[CH:38][CH:37]=[CH:36][CH:35]=1. The catalyst is C1COCC1.CC(OC)(C)C.C(O[Ti](OC(C)C)(OC(C)C)OC(C)C)(C)C.O. The product is [CH2:33]([O:32][C:31](=[O:40])[N:1]([CH:20]([C:16]1[CH:17]=[C:18]([F:19])[C:13]([Br:12])=[CH:14][C:15]=1[F:23])[CH3:21])[CH2:2][CH2:3][NH:4][C:5]([O:6][C:7]([CH3:8])([CH3:10])[CH3:9])=[O:11])[C:34]1[CH:39]=[CH:38][CH:37]=[CH:36][CH:35]=1. The yield is 0.460. (6) The reactants are [Cl:1][C:2]1[CH:3]=[C:4]([CH:6]=[CH:7][C:8]=1[N+:9]([O-:11])=[O:10])[NH2:5].[CH3:12][S:13](Cl)(=[O:15])=[O:14].N1C=CC=CC=1. The catalyst is C1COCC1.Cl. The product is [Cl:1][C:2]1[CH:3]=[C:4]([NH:5][S:13]([CH3:12])(=[O:15])=[O:14])[CH:6]=[CH:7][C:8]=1[N+:9]([O-:11])=[O:10]. The yield is 1.00. (7) The reactants are [CH2:1]([C:3]1[N:4]([C:28]2[CH:33]=[CH:32][C:31]([O:34]C)=[CH:30][CH:29]=2)[C:5](=[O:27])[C:6]([CH2:12][C:13]2[CH:18]=[CH:17][C:16]([C:19]3[C:20]([C:25]#[N:26])=[CH:21][CH:22]=[CH:23][CH:24]=3)=[CH:15][CH:14]=2)=[C:7]([CH2:9][CH2:10][CH3:11])[N:8]=1)[CH3:2].B(Br)(Br)Br.C(OCC)(=O)C.O. The catalyst is ClCCl. The product is [CH2:1]([C:3]1[N:4]([C:28]2[CH:33]=[CH:32][C:31]([OH:34])=[CH:30][CH:29]=2)[C:5](=[O:27])[C:6]([CH2:12][C:13]2[CH:18]=[CH:17][C:16]([C:19]3[C:20]([C:25]#[N:26])=[CH:21][CH:22]=[CH:23][CH:24]=3)=[CH:15][CH:14]=2)=[C:7]([CH2:9][CH2:10][CH3:11])[N:8]=1)[CH3:2]. The yield is 0.870. (8) The reactants are [CH:1]([N:4]1[C:8]2[CH:9]=[CH:10][CH:11]=[CH:12][C:7]=2[NH:6][C:5]1=[O:13])([CH3:3])[CH3:2].C(N(CC)CC)C.Cl[C:22](Cl)([O:24]C(=O)OC(Cl)(Cl)Cl)Cl.[NH2:33][CH2:34][CH:35]1[CH2:40][CH2:39][N:38]([C:41]([O:43][C:44]([CH3:47])([CH3:46])[CH3:45])=[O:42])[CH2:37][CH2:36]1.C([O-])(O)=O.[Na+]. The catalyst is O1CCCC1. The product is [CH:1]([N:4]1[C:8]2[CH:9]=[CH:10][CH:11]=[CH:12][C:7]=2[N:6]([C:22]([NH:33][CH2:34][CH:35]2[CH2:40][CH2:39][N:38]([C:41]([O:43][C:44]([CH3:47])([CH3:46])[CH3:45])=[O:42])[CH2:37][CH2:36]2)=[O:24])[C:5]1=[O:13])([CH3:3])[CH3:2]. The yield is 0.620. (9) The reactants are Cl.[CH3:2][O:3][CH:4]1[CH2:7][NH:6][CH2:5]1.Br[C:9]1[CH:10]=[CH:11][C:12]([N+:15]([O-:17])=[O:16])=[N:13][CH:14]=1.CC1(C)C2C(=C(P(C3C=CC=CC=3)C3C=CC=CC=3)C=CC=2)OC2C(P(C3C=CC=CC=3)C3C=CC=CC=3)=CC=CC1=2.C([O-])([O-])=O.[Cs+].[Cs+]. The catalyst is C1C=CC(/C=C/C(/C=C/C2C=CC=CC=2)=O)=CC=1.C1C=CC(/C=C/C(/C=C/C2C=CC=CC=2)=O)=CC=1.C1C=CC(/C=C/C(/C=C/C2C=CC=CC=2)=O)=CC=1.[Pd].[Pd].O1CCOCC1. The product is [CH3:2][O:3][CH:4]1[CH2:7][N:6]([C:9]2[CH:10]=[CH:11][C:12]([N+:15]([O-:17])=[O:16])=[N:13][CH:14]=2)[CH2:5]1. The yield is 0.960.